From a dataset of Human intestinal absorption (HIA) binary classification data from Hou et al.. Regression/Classification. Given a drug SMILES string, predict its absorption, distribution, metabolism, or excretion properties. Task type varies by dataset: regression for continuous measurements (e.g., permeability, clearance, half-life) or binary classification for categorical outcomes (e.g., BBB penetration, CYP inhibition). Dataset: hia_hou. The molecule is O=C1NC(=O)N([C@H]2O[C@@H](CO)[C@@H](O)[C@@H]2O)C[C@H]1C=CBr. The result is 1 (good absorption).